This data is from Reaction yield outcomes from USPTO patents with 853,638 reactions. The task is: Predict the reaction yield, written as a fraction of the theoretical maximum amount of product (1.0 means a 100% yield; for example, 0.34 means a 34% yield). (1) The reactants are Br[C:2]1[S:6][C:5]([C:7]([NH2:9])=[O:8])=[C:4]([NH:10][CH2:11][CH:12]([F:14])[F:13])[CH:3]=1.[C:15]1(=O)[CH2:19][CH2:18][CH2:17][CH2:16]1.CC1(C)C2(CS(O)(=O)=O)C(CC1CC2)=O.[O-]S([O-])(=O)=O.[Mg+2].C([O-])(O)=O.[Na+].[CH3:47][C:48]1[C:52](B2OC(C)(C)C(C)(C)O2)=[CH:51][N:50](C(OC(C)(C)C)=O)[N:49]=1.C(=O)([O-])[O-].[Na+].[Na+]. The catalyst is O.COCCOC.CC(N(C)C)=O. The product is [F:13][CH:12]([F:14])[CH2:11][N:10]1[C:4]2[CH:3]=[C:2]([C:52]3[CH:51]=[N:50][NH:49][C:48]=3[CH3:47])[S:6][C:5]=2[C:7](=[O:8])[NH:9][C:15]21[CH2:19][CH2:18][CH2:17][CH2:16]2. The yield is 0.160. (2) The reactants are [F:1][C:2]1[CH:3]=[C:4]([C:8]2[CH:16]=[CH:15][CH:14]=[C:13]3[C:9]=2[CH2:10][C:11](=[O:17])[NH:12]3)[CH:5]=[CH:6][CH:7]=1.[CH3:18][C:19]1[C:23]([C:24]([N:26]2[CH2:31][CH2:30][N:29]([CH3:32])[CH2:28][CH2:27]2)=[O:25])=[C:22]([CH3:33])[NH:21][C:20]=1[CH:34]=O. The catalyst is C(O)C.N1CCCCC1. The product is [CH3:18][C:19]1[C:23]([C:24]([N:26]2[CH2:27][CH2:28][N:29]([CH3:32])[CH2:30][CH2:31]2)=[O:25])=[C:22]([CH3:33])[NH:21][C:20]=1[CH:34]=[C:10]1[C:9]2[C:13](=[CH:14][CH:15]=[CH:16][C:8]=2[C:4]2[CH:5]=[CH:6][CH:7]=[C:2]([F:1])[CH:3]=2)[NH:12][C:11]1=[O:17]. The yield is 0.570. (3) The reactants are [N:1]1([CH2:10][CH2:11][CH2:12][CH2:13][CH2:14][CH2:15][CH2:16][CH2:17][NH:18][C:19](=[O:41])[C:20]2[CH:25]=[C:24]([C:26]3[CH:31]=[CH:30][CH:29]=[C:28]([Cl:32])[CH:27]=3)[C:23]([OH:33])=[C:22]([C:34]3[CH:39]=[CH:38][CH:37]=[C:36]([Cl:40])[CH:35]=3)[CH:21]=2)[C:9]2[C:4](=[CH:5][CH:6]=[CH:7][CH:8]=2)[CH:3]=[CH:2]1.[C:42](=[O:45])(O)N.[CH2:46]=C.O. The catalyst is CN(C=O)C.[Br-].C([N+](CC)(CC)CC)C. The product is [N:1]1([CH2:10][CH2:11][CH2:12][CH2:13][CH2:14][CH2:15][CH2:16][CH2:17][NH:18][C:19](=[O:41])[C:20]2[CH:25]=[C:24]([C:26]3[CH:31]=[CH:30][CH:29]=[C:28]([Cl:32])[CH:27]=3)[C:23]([O:33][CH2:46][CH2:42][OH:45])=[C:22]([C:34]3[CH:39]=[CH:38][CH:37]=[C:36]([Cl:40])[CH:35]=3)[CH:21]=2)[C:9]2[C:4](=[CH:5][CH:6]=[CH:7][CH:8]=2)[CH:3]=[CH:2]1. The yield is 0.840.